From a dataset of Experimentally validated miRNA-target interactions with 360,000+ pairs, plus equal number of negative samples. Binary Classification. Given a miRNA mature sequence and a target amino acid sequence, predict their likelihood of interaction. (1) The miRNA is hsa-miR-3689b-3p with sequence CUGGGAGGUGUGAUAUUGUGGU. The protein sequence of the target gene is MERAVRVESGVLVGVVCLLLACPATATGPEVAQPEVDTTLGRVRGRQVGVKGTDRLVNVFLGIPFAQPPLGPDRFSAPHPAQPWEGVRDASTAPPMCLQDVESMNSSRFVLNGKQQIFSVSEDCLVLNVYSPAEVPAGSGRPVMVWVHGGALITGAATSYDGSALAAYGDVVVVTVQYRLGVLGFFSTGDEHAPGNQGFLDVVAALRWVQENIAPFGGDLNCVTVFGGSAGGSIISGLVLSPVAAGLFHRAITQSGVITTPGIIDSHPWPLAQKIANTLACSSSSPAEMVQCLQQKEGEE.... Result: 1 (interaction). (2) The miRNA is hsa-miR-518e-3p with sequence AAAGCGCUUCCCUUCAGAGUG. The protein sequence of the target gene is MIASHMIACLFTELNQNQVQKVDQYLYHMRLSDETLLEISRRFRKEMEKGLGATTHPTAAVKMLPTFVRSTPDGTEHGEFLALDLGGTNFRVLRVRVTDNGLQRVEMENQIYAIPEDIMRGSGTQLFDHIAECLANFMDKLQIKEKKLPLGFTFSFPCHQTKLDESFLVSWTKGFKSSGVEGRDVVDLIRKAIQRRGDFDIDIVAVVNDTVGTMMTCGYDDQNCEIGLIVGTGSNACYMEEMRHIDMVEGDEGRMCINMEWGAFGDDGTLNDIRTEFDREIDMGSLNPGKQLFEKMISGM.... Result: 0 (no interaction). (3) The miRNA is hsa-miR-4649-3p with sequence UCUGAGGCCUGCCUCUCCCCA. Result: 1 (interaction). The protein sequence of the target gene is MAKWLNKYFSLGNSKTKSPPQPPRPDYREQRRRGERPSQPPQAVPQASSAASASCGPATASCFSASSGSLPDDSGSTSDLIRAYRAQKERDFEDPYNGPGSSLRKLRAMCRLDYCGGSGEPGGVQRAFSASSASGAAGCCCASSGAGAAASSSSSSGSPHLYRSSSERRPATPAEVRYISPKHRLIKVESAAGGGAGDPLGGACAGGRTWSPTACGGKKLLNKCAASAAEESGAGKKDKVTIADDYSDPFDAKNDLKSKAGKGESAGYMEPYEAQRIMTEFQRQESVRSQHKGIQLYDTP.... (4) The miRNA is hsa-miR-4486 with sequence GCUGGGCGAGGCUGGCA. The protein sequence of the target gene is MYRTKVGLKDRQQLYKLIISQLLYDGYISIANGLINEIKPQSVCAPSEQLLHLIKLGMENDDTAVQYAIGRSDTVAPGTGIDLEFDADVQTMSPEASEYETCYVTSHKGPCRVATYSRDGQLIATGSADASIKILDTERMLAKSAMPIEVMMNETAQQNMENHPVIRTLYDHVDEVTCLAFHPTEQILASGSRDYTLKLFDYSKPSAKRAFKYIQEAEMLRSISFHPSGDFILVGTQHPTLRLYDINTFQCFVSCNPQDQHTDAICSVNYNSSANMYVTGSKDGCIKLWDGVSNRCITTF.... Result: 1 (interaction). (5) The protein sequence of the target gene is MNSRTASARGWFSSRPPTSESDLEPATDGPASETTTLSPEATTFNDTRIPDAAGGTAGVGTMLLSFGIITVIGLAVALVLYIRKKKRLEKLRHQLMPMYNFDPTEEQDELEQELLEHGRDAASVQAATSVQAMQGKTTLPSQGPLQRPSRLVFTDVANAIHA. The miRNA is hsa-miR-6080 with sequence UCUAGUGCGGGCGUUCCCG. Result: 0 (no interaction). (6) The miRNA is mmu-miR-1912-5p with sequence UGCUCAUUGCAUGGGCUGUGUA. The protein sequence of the target gene is MENQVLTPHVYWAQRHRELYLRVELSDVQNPAISITENVLHFKAQGHGAKGDNVYEFHLEFLDLVKPEPVYKLTQRQVNITVQKKVSQWWERLTKQEKRPLFLAPDFDRWLDESDAEMELRAKEEERLNKLRLESEGSPETLTNLRKGYLFMYNLVQFLGFSWIFVNLTVRFCILGKESFYDTFHTVADMMYFCQMLAVVETINAAIGVTTSPVLPSLIQLLGRNFILFIIFGTMEEMQNKAVVFFVFYLWSAIEIFRYSFYMLTCIDMDWKVLTWLRYTLWIPLYPLGCLAEAVSVIQS.... Result: 0 (no interaction).